Dataset: Forward reaction prediction with 1.9M reactions from USPTO patents (1976-2016). Task: Predict the product of the given reaction. Given the reactants [C:1]([NH:5][S:6]([C:9]1[C:14]2[C:15]([NH:18][CH2:19][CH2:20][CH2:21][NH:22][C:23](=[O:31])[C:24]3[CH:29]=[CH:28][C:27](I)=[CH:26][CH:25]=3)=[N:16][S:17][C:13]=2[CH:12]=[CH:11][CH:10]=1)(=[O:8])=[O:7])([CH3:4])([CH3:3])[CH3:2].[CH3:32][O:33][C:34]1[CH:39]=[CH:38][C:37](B(O)O)=[CH:36][CH:35]=1.C(=O)([O-])[O-].[Na+].[Na+], predict the reaction product. The product is: [C:1]([NH:5][S:6]([C:9]1[C:14]2[C:15]([NH:18][CH2:19][CH2:20][CH2:21][NH:22][C:23]([C:24]3[CH:29]=[CH:28][C:27]([C:37]4[CH:38]=[CH:39][C:34]([O:33][CH3:32])=[CH:35][CH:36]=4)=[CH:26][CH:25]=3)=[O:31])=[N:16][S:17][C:13]=2[CH:12]=[CH:11][CH:10]=1)(=[O:8])=[O:7])([CH3:4])([CH3:3])[CH3:2].